From a dataset of Forward reaction prediction with 1.9M reactions from USPTO patents (1976-2016). Predict the product of the given reaction. (1) Given the reactants [O:1]1[CH:5]=[CH:4][C:3]([C:6]2[CH:7]=[C:8]([C:18]([F:21])([F:20])[F:19])[C:9]3[N:10]([CH:12]=[C:13]([C:15](O)=[O:16])[N:14]=3)[CH:11]=2)=[CH:2]1.O1CCCC1.B, predict the reaction product. The product is: [O:1]1[CH:5]=[CH:4][C:3]([C:6]2[CH:7]=[C:8]([C:18]([F:20])([F:19])[F:21])[C:9]3[N:10]([CH:12]=[C:13]([CH2:15][OH:16])[N:14]=3)[CH:11]=2)=[CH:2]1. (2) Given the reactants [Cl-].[CH2:2]([N+:8]1[CH:12]=[CH:11][N:10]([CH3:13])[CH:9]=1)[CH2:3][CH2:4][CH2:5][CH2:6][CH3:7].[F:14][C:15]([F:23])([S:19]([O-:22])(=[O:21])=[O:20])[CH:16]([F:18])[F:17].[K+].[Cl-].C([N+]1C=CN(C)C=1)CCCCC.CC(C)=O, predict the reaction product. The product is: [F:14][C:15]([F:23])([S:19]([O-:22])(=[O:21])=[O:20])[CH:16]([F:18])[F:17].[CH2:2]([N+:8]1[CH:12]=[CH:11][N:10]([CH3:13])[CH:9]=1)[CH2:3][CH2:4][CH2:5][CH2:6][CH3:7]. (3) Given the reactants Cl.[Cl:2][C:3]1[CH:4]=[CH:5][C:6]([S:11]([CH2:14][CH3:15])(=[O:13])=[O:12])=[C:7]([CH:10]=1)[CH2:8][NH2:9].[Cl:16][C:17]1[CH:18]=[C:19]([CH:23]=[C:24]([C:34]#[N:35])[C:25]=1[CH2:26][N:27]1[CH2:32][CH2:31][N:30]([CH3:33])[CH2:29][CH2:28]1)[C:20](O)=[O:21].CC(OC(N1CCN(CC2C=CC(C([O-])=O)=CC=2C(F)(F)F)CC1)=O)(C)C, predict the reaction product. The product is: [Cl:16][C:17]1[CH:18]=[C:19]([CH:23]=[C:24]([C:34]#[N:35])[C:25]=1[CH2:26][N:27]1[CH2:32][CH2:31][N:30]([CH3:33])[CH2:29][CH2:28]1)[C:20]([NH:9][CH2:8][C:7]1[CH:10]=[C:3]([Cl:2])[CH:4]=[CH:5][C:6]=1[S:11]([CH2:14][CH3:15])(=[O:13])=[O:12])=[O:21]. (4) Given the reactants [F:1][C:2]1[C:7]([F:8])=[CH:6][CH:5]=[CH:4][C:3]=1[C:9](=[N:36][OH:37])[CH2:10][O:11][CH:12]([CH:34]=[CH2:35])[CH2:13][O:14][C:15]([C:28]1[CH:33]=[CH:32][CH:31]=[CH:30][CH:29]=1)([C:22]1[CH:27]=[CH:26][CH:25]=[CH:24][CH:23]=1)[C:16]1[CH:21]=[CH:20][CH:19]=[CH:18][CH:17]=1.C1(C=CC(O)=CC=1)O, predict the reaction product. The product is: [F:1][C:2]1[C:7]([F:8])=[CH:6][CH:5]=[CH:4][C:3]=1[C@:9]12[CH2:10][O:11][C@H:12]([CH2:13][O:14][C:15]([C:16]3[CH:21]=[CH:20][CH:19]=[CH:18][CH:17]=3)([C:22]3[CH:23]=[CH:24][CH:25]=[CH:26][CH:27]=3)[C:28]3[CH:29]=[CH:30][CH:31]=[CH:32][CH:33]=3)[C@H:34]1[CH2:35][O:37][NH:36]2. (5) Given the reactants [CH2:1]([NH:4][C:5](=[O:11])[O:6][C:7]([CH3:10])([CH3:9])[CH3:8])[CH:2]=[CH2:3].[H-].[Na+].[CH2:14](I)[CH3:15], predict the reaction product. The product is: [CH2:1]([N:4]([CH2:14][CH3:15])[C:5](=[O:11])[O:6][C:7]([CH3:10])([CH3:9])[CH3:8])[CH:2]=[CH2:3]. (6) Given the reactants [Cl:1]/[C:2](/[C:12]([F:15])([F:14])[F:13])=[CH:3]\[CH:4]1[CH:6]([C:7](Cl)=[O:8])[C:5]1([CH3:11])[CH3:10].[O:16]([C:23]1[CH:24]=[C:25]([CH2:29][OH:30])[CH:26]=[CH:27][CH:28]=1)[C:17]1[CH:22]=[CH:21][CH:20]=[CH:19][CH:18]=1.N1C=CC=CC=1, predict the reaction product. The product is: [Cl:1]/[C:2](/[C:12]([F:15])([F:14])[F:13])=[CH:3]\[CH:4]1[CH:6]([C:7]([O:30][CH2:29][C:25]2[CH:26]=[CH:27][CH:28]=[C:23]([O:16][C:17]3[CH:22]=[CH:21][CH:20]=[CH:19][CH:18]=3)[CH:24]=2)=[O:8])[C:5]1([CH3:11])[CH3:10].